This data is from Peptide-MHC class II binding affinity with 134,281 pairs from IEDB. The task is: Regression. Given a peptide amino acid sequence and an MHC pseudo amino acid sequence, predict their binding affinity value. This is MHC class II binding data. (1) The peptide sequence is ASMFIFDRSFTITIA. The MHC is HLA-DQA10102-DQB10602 with pseudo-sequence HLA-DQA10102-DQB10602. The binding affinity (normalized) is 0. (2) The peptide sequence is PIIIDQKYCPNKICT. The MHC is DRB1_1302 with pseudo-sequence DRB1_1302. The binding affinity (normalized) is 0.835. (3) The peptide sequence is MSAGESKHGLTNTASHTR. The MHC is DRB1_1501 with pseudo-sequence DRB1_1501. The binding affinity (normalized) is 0. (4) The peptide sequence is EPIAAYHFDLSGKAF. The MHC is DRB4_0101 with pseudo-sequence DRB4_0103. The binding affinity (normalized) is 1.00. (5) The peptide sequence is GDRGAPKRGSGKDSHHPARTA. The MHC is HLA-DPA10201-DPB10501 with pseudo-sequence HLA-DPA10201-DPB10501. The binding affinity (normalized) is 0.239. (6) The peptide sequence is AREKNPRLCTKEEFI. The MHC is DRB4_0103 with pseudo-sequence DRB4_0103. The binding affinity (normalized) is 0.369.